From a dataset of Reaction yield outcomes from USPTO patents with 853,638 reactions. Predict the reaction yield, written as a fraction of the theoretical maximum amount of product (1.0 means a 100% yield; for example, 0.34 means a 34% yield). (1) The reactants are [F:1][C:2]1[CH:3]=[C:4]([CH:43]=[CH:44][CH:45]=1)[CH2:5][N:6]1[CH:10]=[C:9]([C:11]2[C:19]3[C:14](=[N:15][CH:16]=[C:17]([C:20]4[CH:25]=[CH:24][CH:23]=[C:22]([N:26]5[CH2:31][CH2:30][N:29]([CH3:32])[CH2:28][CH2:27]5)[CH:21]=4)[CH:18]=3)[N:13](S(C3C=CC(C)=CC=3)(=O)=O)[CH:12]=2)[CH:8]=[N:7]1.[OH-].[Li+]. The catalyst is C1COCC1.CO.O. The product is [F:1][C:2]1[CH:3]=[C:4]([CH:43]=[CH:44][CH:45]=1)[CH2:5][N:6]1[CH:10]=[C:9]([C:11]2[C:19]3[C:14](=[N:15][CH:16]=[C:17]([C:20]4[CH:25]=[CH:24][CH:23]=[C:22]([N:26]5[CH2:31][CH2:30][N:29]([CH3:32])[CH2:28][CH2:27]5)[CH:21]=4)[CH:18]=3)[NH:13][CH:12]=2)[CH:8]=[N:7]1. The yield is 0.539. (2) The reactants are O[C:2]1[C:7]([C:8]([O:10][CH2:11][CH3:12])=[O:9])=[C:6]([CH3:13])[N:5]=[C:4]([S:14][CH3:15])[N:3]=1.CN(C)C1C=CC=CC=1.P(Cl)(Cl)([Cl:27])=O. The catalyst is [Cl-].C([N+](CC)(CC)CC)C.C(#N)C. The product is [Cl:27][C:2]1[C:7]([C:8]([O:10][CH2:11][CH3:12])=[O:9])=[C:6]([CH3:13])[N:5]=[C:4]([S:14][CH3:15])[N:3]=1. The yield is 0.830. (3) The reactants are [F:1][C:2]1[CH:19]=[CH:18][C:5]([O:6][CH:7]([C:9]2[CH:17]=[CH:16][C:12]([C:13]([OH:15])=O)=[CH:11][CH:10]=2)[CH3:8])=[CH:4][CH:3]=1.Cl.C(N=C=NCCCN(C)C)C.ON1C2C=CC=CC=2N=N1.[NH2:42][CH2:43][C:44]1[C:45]([OH:52])=[N:46][C:47]([CH3:51])=[CH:48][C:49]=1[CH3:50]. The catalyst is O.ClCCl.C(N(CC)CC)C. The product is [F:1][C:2]1[CH:3]=[CH:4][C:5]([O:6][CH:7]([C:9]2[CH:10]=[CH:11][C:12]([C:13]([NH:42][CH2:43][C:44]3[C:45]([OH:52])=[N:46][C:47]([CH3:51])=[CH:48][C:49]=3[CH3:50])=[O:15])=[CH:16][CH:17]=2)[CH3:8])=[CH:18][CH:19]=1. The yield is 0.290. (4) The reactants are [OH:1][CH2:2][C@H:3]([NH:7][C:8](=[O:14])[O:9][C:10]([CH3:13])([CH3:12])[CH3:11])[CH2:4][NH:5][CH3:6].C([O-])([O-])=O.[K+].[K+].[C:21]([O:30]N1C(=O)CCC1=O)([O:23][CH2:24][CH2:25][Si:26]([CH3:29])([CH3:28])[CH3:27])=O. The catalyst is CC(C)=O.O. The product is [C:10]([O:9][C:8]([NH:7][C@H:3]([CH2:4][N:5]([CH3:6])[C:21]([O:23][CH2:24][CH2:25][Si:26]([CH3:27])([CH3:28])[CH3:29])=[O:30])[CH2:2][OH:1])=[O:14])([CH3:13])([CH3:12])[CH3:11]. The yield is 0.200. (5) The reactants are [NH:1]1[C:9]2[C:4](=[CH:5][CH:6]=[CH:7][CH:8]=2)[CH2:3][CH2:2]1.Br[C:11]1[CH:33]=[N:32][C:14]2[N:15]([CH2:24][O:25][CH2:26][CH2:27][Si:28]([CH3:31])([CH3:30])[CH3:29])[C:16]3[CH:21]=[N:20][C:19]([C:22]#[N:23])=[CH:18][C:17]=3[C:13]=2[CH:12]=1.P([O-])([O-])([O-])=O.[K+].[K+].[K+].C1(P(C2CCCCC2)C2C=CC=CC=2C2C(OC(C)C)=CC=CC=2OC(C)C)CCCCC1. The catalyst is C1(C)C=CC=CC=1. The product is [N:1]1([C:11]2[CH:33]=[N:32][C:14]3[N:15]([CH2:24][O:25][CH2:26][CH2:27][Si:28]([CH3:29])([CH3:31])[CH3:30])[C:16]4[CH:21]=[N:20][C:19]([C:22]#[N:23])=[CH:18][C:17]=4[C:13]=3[CH:12]=2)[C:9]2[C:4](=[CH:5][CH:6]=[CH:7][CH:8]=2)[CH2:3][CH2:2]1. The yield is 0.540. (6) The reactants are [NH2:1][C:2]1[N:3]=[CH:4][C:5]([C:18]2[CH:25]=[CH:24][C:21]([CH:22]=O)=[CH:20][CH:19]=2)=[N:6][C:7]=1[NH:8][CH2:9][C:10]1[C:15]([Cl:16])=[CH:14][CH:13]=[CH:12][C:11]=1[Cl:17].[NH2:26][CH:27]1[CH2:32][CH2:31][N:30]([C:33]([O:35][C:36]([CH3:39])([CH3:38])[CH3:37])=[O:34])[C@@H:29]([C:40]([O:42][C:43]([CH3:46])([CH3:45])[CH3:44])=[O:41])[CH2:28]1. The catalyst is ClCCCl. The product is [NH2:1][C:2]1[N:3]=[CH:4][C:5]([C:18]2[CH:25]=[CH:24][C:21]([CH2:22][NH:26][CH:27]3[CH2:32][CH2:31][N:30]([C:33]([O:35][C:36]([CH3:37])([CH3:38])[CH3:39])=[O:34])[C@@H:29]([C:40]([O:42][C:43]([CH3:46])([CH3:45])[CH3:44])=[O:41])[CH2:28]3)=[CH:20][CH:19]=2)=[N:6][C:7]=1[NH:8][CH2:9][C:10]1[C:11]([Cl:17])=[CH:12][CH:13]=[CH:14][C:15]=1[Cl:16]. The yield is 0.810.